This data is from Full USPTO retrosynthesis dataset with 1.9M reactions from patents (1976-2016). The task is: Predict the reactants needed to synthesize the given product. (1) Given the product [F:18][C:13]1[CH:14]=[CH:15][CH:16]=[CH:17][C:12]=1[CH:6]1[C:5](=[O:4])[NH:23][C:21](=[S:22])[NH:20][C:7]1=[O:8], predict the reactants needed to synthesize it. The reactants are: [Na].C([O:4][C:5](=O)[CH:6]([C:12]1[CH:17]=[CH:16][CH:15]=[CH:14][C:13]=1[F:18])[C:7](OCC)=[O:8])C.[NH2:20][C:21]([NH2:23])=[S:22].O. (2) Given the product [Cl:1][C:2]1[CH:3]=[C:4]2[C:8](=[CH:9][CH:10]=1)[NH:7][CH:6]=[C:5]2[CH2:11][N:12]1[C:20]([C:21]2[N:25]([CH3:26])[CH:24]=[C:23]([C:27]([NH:47][CH2:46][CH2:45][CH2:44][N:41]3[CH2:40][CH2:39][N:38]([CH3:37])[CH2:43][CH2:42]3)=[O:29])[CH:22]=2)=[C:19]2[C:14]([N:15]([CH2:33][CH:34]([CH3:35])[CH3:36])[C:16](=[O:32])[N:17]([CH3:31])[C:18]2=[O:30])=[N:13]1, predict the reactants needed to synthesize it. The reactants are: [Cl:1][C:2]1[CH:3]=[C:4]2[C:8](=[CH:9][CH:10]=1)[NH:7][CH:6]=[C:5]2[CH2:11][N:12]1[C:20]([C:21]2[N:25]([CH3:26])[CH:24]=[C:23]([C:27]([OH:29])=O)[CH:22]=2)=[C:19]2[C:14]([N:15]([CH2:33][CH:34]([CH3:36])[CH3:35])[C:16](=[O:32])[N:17]([CH3:31])[C:18]2=[O:30])=[N:13]1.[CH3:37][N:38]1[CH2:43][CH2:42][N:41]([CH2:44][CH2:45][CH2:46][NH2:47])[CH2:40][CH2:39]1.C(P(=O)(OCC)OCC)#N. (3) Given the product [CH3:31][C:4]1[CH:3]=[CH:2][C:11]2[C:6](=[CH:7][C:8]([OH:30])=[C:9]([C:12]3[N:13]=[N:14][C:15]([N:18]([CH3:29])[CH:19]4[CH2:24][C:23]([CH3:26])([CH3:25])[NH:22][C:21]([CH3:28])([CH3:27])[CH2:20]4)=[CH:16][CH:17]=3)[CH:10]=2)[N:5]=1, predict the reactants needed to synthesize it. The reactants are: Cl[C:2]1[C:11]2[C:6](=[CH:7][C:8]([OH:30])=[C:9]([C:12]3[N:13]=[N:14][C:15]([N:18]([CH3:29])[CH:19]4[CH2:24][C:23]([CH3:26])([CH3:25])[NH:22][C:21]([CH3:28])([CH3:27])[CH2:20]4)=[CH:16][CH:17]=3)[CH:10]=2)[N:5]=[C:4]([CH3:31])[CH:3]=1.Cl. (4) Given the product [Cl:7][C:8]1[CH:31]=[CH:30][C:11]([C:12]2[C:14]3[C:18](=[CH:17][N:16]([CH3:29])[N:15]=3)[NH:19][C:32](=[O:35])[C@H:33]([CH2:37][C:36]([O:39][CH3:40])=[O:38])[N:1]=2)=[CH:10][CH:9]=1, predict the reactants needed to synthesize it. The reactants are: [NH:1]1CCCCC1.[Cl:7][C:8]1[CH:31]=[CH:30][C:11]([C:12]([C:14]2[C:18]([NH:19][C@H](C(OC)=O)CC([O-])=O)=[CH:17][N:16]([CH3:29])[N:15]=2)=O)=[CH:10][CH:9]=1.[C:32]([OH:35])(=O)[CH3:33].[C:36]([O:39][CH2:40]C)(=[O:38])[CH3:37]. (5) Given the product [F:18][CH:17]([F:19])[C:15]1[CH:16]=[C:11]([N:7]2[C:6]3[C:22]([CH3:23])=[C:2]([OH:24])[CH:3]=[CH:4][C:5]=3[O:10][CH2:9][CH2:8]2)[CH:12]=[N:13][C:14]=1[O:20][CH3:21], predict the reactants needed to synthesize it. The reactants are: Br[C:2]1[CH:3]=[CH:4][C:5]2[O:10][CH2:9][CH2:8][N:7]([C:11]3[CH:12]=[N:13][C:14]([O:20][CH3:21])=[C:15]([CH:17]([F:19])[F:18])[CH:16]=3)[C:6]=2[C:22]=1[CH3:23].[OH-:24].[K+].